This data is from Hepatocyte clearance measurements from AstraZeneca. The task is: Regression/Classification. Given a drug SMILES string, predict its absorption, distribution, metabolism, or excretion properties. Task type varies by dataset: regression for continuous measurements (e.g., permeability, clearance, half-life) or binary classification for categorical outcomes (e.g., BBB penetration, CYP inhibition). For this dataset (clearance_hepatocyte_az), we predict log10(clearance) (log10 of the in vitro intrinsic clearance, CLint, in uL/min per 10^6 hepatocytes; values are censored to the assay range of 3 to 150, which is 0.477 to 2.18 on this log10 scale). (1) The drug is COc1ccc2ncc(C#N)c(CCN3CCC(NCc4cc5c(cn4)OCS5)CC3)c2c1. The log10(clearance) is 1.86. (2) The drug is COc1ccc2nc(C)cc(OCC(=O)NCc3ccccc3)c2c1. The log10(clearance) is 2.08.